Dataset: Reaction yield outcomes from USPTO patents with 853,638 reactions. Task: Predict the reaction yield, written as a fraction of the theoretical maximum amount of product (1.0 means a 100% yield; for example, 0.34 means a 34% yield). (1) The reactants are [F:1][C:2]1[CH:34]=[CH:33][C:5]([CH2:6][N:7]2[C:16](=[O:17])[C:15]([C:18]3[NH:23][C:22]4[CH:24]=[CH:25][C:26](I)=[CH:27][C:21]=4[S:20](=[O:30])(=[O:29])[N:19]=3)=[C:14]([OH:31])[C@H:13]3[C@@H:8]2[C@H:9]2[CH2:32][C@@H:12]3[CH2:11][CH2:10]2)=[CH:4][CH:3]=1.[N-:35]=[N+:36]=[N-:37].[Na+].O=C1O[C@H]([C@H](CO)O)C([O-])=C1O.[Na+].CN[C@@H]1CCCC[C@H]1NC. The catalyst is CS(C)=O.O.[Cu]I. The product is [N:35]([C:26]1[CH:25]=[CH:24][C:22]2[NH:23][C:18]([C:15]3[C:16](=[O:17])[N:7]([CH2:6][C:5]4[CH:33]=[CH:34][C:2]([F:1])=[CH:3][CH:4]=4)[C@@H:8]4[C@H:13]([C:14]=3[OH:31])[C@@H:12]3[CH2:32][C@H:9]4[CH2:10][CH2:11]3)=[N:19][S:20](=[O:30])(=[O:29])[C:21]=2[CH:27]=1)=[N+:36]=[N-:37]. The yield is 0.790. (2) The reactants are [Cl:1][C:2]1[C:3]([O:12][C:13]2[CH:18]=[C:17]([O:19][CH2:20][CH:21]3[CH2:25][CH2:24][CH2:23][O:22]3)[CH:16]=[CH:15][C:14]=2/[CH:26]=[CH:27]/[C:28]([OH:30])=O)=[N:4][CH:5]=[C:6]([C:8]([F:11])([F:10])[F:9])[CH:7]=1.Cl.C(N=C=NCCCN(C)C)C.[CH2:43]([S:48]([NH2:51])(=[O:50])=[O:49])[CH2:44][CH2:45][CH2:46][CH3:47].Cl. The catalyst is C(#N)C.CN(C)C1C=CN=CC=1.C(OCC)(=O)C. The product is [Cl:1][C:2]1[C:3]([O:12][C:13]2[CH:18]=[C:17]([O:19][CH2:20][CH:21]3[CH2:25][CH2:24][CH2:23][O:22]3)[CH:16]=[CH:15][C:14]=2/[CH:26]=[CH:27]/[C:28]([NH:51][S:48]([CH2:43][CH2:44][CH2:45][CH2:46][CH3:47])(=[O:50])=[O:49])=[O:30])=[N:4][CH:5]=[C:6]([C:8]([F:10])([F:9])[F:11])[CH:7]=1. The yield is 0.200. (3) The reactants are C(OC([N:8]1[CH2:14][CH2:13][C:12]2[N:15]=[C:16]([C:18]3[S:19][C:20]4[C:26]([N:27]5[CH2:32][CH2:31][O:30][CH2:29][CH2:28]5)=[CH:25][CH:24]=[C:23]([O:33][CH3:34])[C:21]=4[N:22]=3)[NH:17][C:11]=2[CH2:10][CH2:9]1)=O)(C)(C)C.[ClH:35]. The catalyst is CO. The product is [ClH:35].[CH3:34][O:33][C:23]1[C:21]2[N:22]=[C:18]([C:16]3[NH:17][C:11]4[CH2:10][CH2:9][NH:8][CH2:14][CH2:13][C:12]=4[N:15]=3)[S:19][C:20]=2[C:26]([N:27]2[CH2:28][CH2:29][O:30][CH2:31][CH2:32]2)=[CH:25][CH:24]=1. The yield is 0.680.